Dataset: Full USPTO retrosynthesis dataset with 1.9M reactions from patents (1976-2016). Task: Predict the reactants needed to synthesize the given product. (1) Given the product [OH:24][B:14]1[C:18]2[CH:19]=[CH:20][C:21]([O:23][C:2]3[CH:9]=[CH:8][C:5]([C:6]#[N:7])=[C:4]([O:10][CH:11]([CH3:12])[CH3:25])[N:3]=3)=[CH:22][C:17]=2[CH2:16][O:15]1, predict the reactants needed to synthesize it. The reactants are: Cl[C:2]1[CH:9]=[CH:8][C:5]([C:6]#[N:7])=[C:4]([O:10][CH2:11][CH2:12]C)[N:3]=1.[B:14]1([OH:24])[C:18]2[CH:19]=[CH:20][C:21]([OH:23])=[CH:22][C:17]=2[CH2:16][O:15]1.[C:25](=O)([O-])[O-].[K+].[K+]. (2) The reactants are: [F:1][C:2]1[CH:3]=[C:4]([CH:31]=[CH:32][CH:33]=1)[CH2:5][O:6][C:7]1[CH:12]=[CH:11][C:10]([NH:13][C:14]2[C:15]3[CH:23]=[C:22]([C:24]4[O:28][C:27](C=O)=[CH:26][CH:25]=4)[N:21]=[CH:20][C:16]=3[N:17]=[CH:18][N:19]=2)=[CH:9][CH:8]=1.[CH2:34]([S:37]([CH2:40][CH2:41][NH2:42])(=[O:39])=[O:38])[CH2:35][CH3:36].[CH2:43](COC)OC. Given the product [F:1][C:2]1[CH:3]=[C:4]([CH:31]=[CH:32][CH:33]=1)[CH2:5][O:6][C:7]1[CH:8]=[CH:9][C:10]([NH:13][C:14]2[C:15]3[CH:23]=[C:22]([C:24]4([CH2:43][NH:42][CH2:41][CH2:40][S:37]([CH2:34][CH2:35][CH3:36])(=[O:39])=[O:38])[CH2:25][CH:26]=[CH:27][O:28]4)[N:21]=[CH:20][C:16]=3[N:17]=[CH:18][N:19]=2)=[CH:11][CH:12]=1, predict the reactants needed to synthesize it. (3) Given the product [N+:1]([C:4]1[CH:5]=[C:6]([CH2:11][C@H:12]([NH:26][C:27]([C@H:29]2[CH2:30][CH2:31][C@H:32]([CH2:35][CH3:36])[CH2:33][CH2:34]2)=[O:28])[C:13]2[N:14]([CH2:38][CH2:39][CH2:40][CH3:41])[CH:15]=[C:16]([C:18]3[CH:23]=[CH:22][C:21]([Cl:24])=[CH:20][C:19]=3[Cl:25])[N:17]=2)[CH:7]=[CH:8][C:9]=1[OH:10])([O-:3])=[O:2], predict the reactants needed to synthesize it. The reactants are: [N+:1]([C:4]1[CH:5]=[C:6]([CH2:11][C@H:12]([NH:26][C:27]([C@H:29]2[CH2:34][CH2:33][C@H:32]([CH2:35][CH3:36])[CH2:31][CH2:30]2)=[O:28])[C:13]2[NH:14][CH:15]=[C:16]([C:18]3[CH:23]=[CH:22][C:21]([Cl:24])=[CH:20][C:19]=3[Cl:25])[N:17]=2)[CH:7]=[CH:8][C:9]=1[OH:10])([O-:3])=[O:2].Br[CH2:38][CH2:39][CH2:40][CH3:41]. (4) Given the product [CH:1]([C:2]1[O:7][CH2:6][CH2:5][CH2:4][C:3]=1[C:8]([O:10][CH2:11][CH3:12])=[O:9])=[O:14], predict the reactants needed to synthesize it. The reactants are: [CH3:1][C:2]1[O:7][CH2:6][CH2:5][CH2:4][C:3]=1[C:8]([O:10][CH2:11][CH3:12])=[O:9].[Se](=O)=[O:14].